From a dataset of NCI-60 drug combinations with 297,098 pairs across 59 cell lines. Regression. Given two drug SMILES strings and cell line genomic features, predict the synergy score measuring deviation from expected non-interaction effect. (1) Drug 1: C1=C(C(=O)NC(=O)N1)F. Drug 2: CC1C(C(=O)NC(C(=O)N2CCCC2C(=O)N(CC(=O)N(C(C(=O)O1)C(C)C)C)C)C(C)C)NC(=O)C3=C4C(=C(C=C3)C)OC5=C(C(=O)C(=C(C5=N4)C(=O)NC6C(OC(=O)C(N(C(=O)CN(C(=O)C7CCCN7C(=O)C(NC6=O)C(C)C)C)C)C(C)C)C)N)C. Cell line: NCI-H460. Synergy scores: CSS=43.8, Synergy_ZIP=-1.47, Synergy_Bliss=-6.51, Synergy_Loewe=-7.00, Synergy_HSA=-6.98. (2) Drug 1: CNC(=O)C1=NC=CC(=C1)OC2=CC=C(C=C2)NC(=O)NC3=CC(=C(C=C3)Cl)C(F)(F)F. Drug 2: C1CC(=O)NC(=O)C1N2C(=O)C3=CC=CC=C3C2=O. Cell line: HS 578T. Synergy scores: CSS=1.21, Synergy_ZIP=-1.70, Synergy_Bliss=-1.73, Synergy_Loewe=-1.89, Synergy_HSA=-2.26.